Dataset: Full USPTO retrosynthesis dataset with 1.9M reactions from patents (1976-2016). Task: Predict the reactants needed to synthesize the given product. Given the product [OH:31][C:28]1[CH:29]=[CH:30][C:24]2[O:23][C:22]([C:16]3[C:15]([C:12]4[CH:11]=[CH:10][C:9]([OH:8])=[CH:14][CH:13]=4)=[CH:20][C:19]([OH:21])=[CH:18][CH:17]=3)=[CH:26][C:25]=2[CH:27]=1, predict the reactants needed to synthesize it. The reactants are: C([O:8][C:9]1[CH:14]=[CH:13][C:12]([C:15]2[CH:20]=[C:19]([OH:21])[CH:18]=[CH:17][C:16]=2[C:22]2[O:23][C:24]3[CH:30]=[CH:29][C:28]([OH:31])=[CH:27][C:25]=3[CH:26]=2)=[CH:11][CH:10]=1)C1C=CC=CC=1.C1CCC=CC=1.